From a dataset of Reaction yield outcomes from USPTO patents with 853,638 reactions. Predict the reaction yield, written as a fraction of the theoretical maximum amount of product (1.0 means a 100% yield; for example, 0.34 means a 34% yield). (1) The reactants are [OH:1][C:2]1[CH:3]=[C:4]([C:8]2[N:9]=[C:10]3[C:15](=[N:16][C:17]=2[C:18]2[CH:23]=[CH:22][CH:21]=[C:20]([OH:24])[CH:19]=2)[N:14]=[C:13]([NH2:25])[N:12]=[C:11]3[NH2:26])[CH:5]=[CH:6][CH:7]=1.[CH3:27][S:28]([OH:31])(=[O:30])=[O:29].N1C2C(=NC=CN=2)C=NC=1.C(OCC)C. The catalyst is CO. The product is [CH3:27][S:28]([OH:31])(=[O:30])=[O:29].[OH:1][C:2]1[CH:3]=[C:4]([C:8]2[N:9]=[C:10]3[C:15](=[N:16][C:17]=2[C:18]2[CH:23]=[CH:22][CH:21]=[C:20]([OH:24])[CH:19]=2)[N:14]=[C:13]([NH2:25])[N:12]=[C:11]3[NH2:26])[CH:5]=[CH:6][CH:7]=1. The yield is 0.991. (2) The reactants are [F:1][C:2]1[CH:3]=[C:4]2[C:8](=[CH:9][CH:10]=1)[NH:7][CH:6]=[C:5]2[CH2:11][CH2:12][CH2:13][NH:14][CH:15]1[CH2:24][C:23]2[C:22]([C:25]([NH2:27])=[O:26])=[CH:21][CH:20]=[CH:19][C:18]=2[O:17][CH2:16]1.[CH:28](=O)[CH3:29].C(O)(=O)C.C([BH3-])#N.[Na+]. The catalyst is CO. The product is [CH2:28]([N:14]([CH2:13][CH2:12][CH2:11][C:5]1[C:4]2[C:8](=[CH:9][CH:10]=[C:2]([F:1])[CH:3]=2)[NH:7][CH:6]=1)[CH:15]1[CH2:24][C:23]2[C:22]([C:25]([NH2:27])=[O:26])=[CH:21][CH:20]=[CH:19][C:18]=2[O:17][CH2:16]1)[CH3:29]. The yield is 0.350.